Predict which catalyst facilitates the given reaction. From a dataset of Catalyst prediction with 721,799 reactions and 888 catalyst types from USPTO. (1) Reactant: [CH:1]([N:4]1[CH:8]=[C:7]([C:9]2[CH:10]=[C:11]([CH:13]=[CH:14][CH:15]=2)[NH2:12])[C:6]([C:16]2[CH:21]=[CH:20][N:19]=[CH:18][CH:17]=2)=[N:5]1)([CH3:3])[CH3:2].[N:22]([C:25]1[CH:30]=[CH:29][C:28]([C:31]([F:34])([F:33])[F:32])=[CH:27][CH:26]=1)=[C:23]=[O:24]. Product: [CH:1]([N:4]1[CH:8]=[C:7]([C:9]2[CH:10]=[C:11]([NH:12][C:23]([NH:22][C:25]3[CH:26]=[CH:27][C:28]([C:31]([F:32])([F:33])[F:34])=[CH:29][CH:30]=3)=[O:24])[CH:13]=[CH:14][CH:15]=2)[C:6]([C:16]2[CH:17]=[CH:18][N:19]=[CH:20][CH:21]=2)=[N:5]1)([CH3:3])[CH3:2]. The catalyst class is: 2. (2) Reactant: [C:1]([C:4]1[S:8][C:7](=[O:9])[NH:6][C:5]=1[CH3:10])(=[O:3])[CH3:2].C(O[CH:16](N(C)C)[N:17]([CH3:19])[CH3:18])(C)(C)C. Product: [CH3:16][N:17]([CH3:19])[CH:18]=[CH:2][C:1]([C:4]1[S:8][C:7](=[O:9])[NH:6][C:5]=1[CH3:10])=[O:3]. The catalyst class is: 25.